From a dataset of Catalyst prediction with 721,799 reactions and 888 catalyst types from USPTO. Predict which catalyst facilitates the given reaction. (1) Reactant: [CH3:1][S:2][C:3]1[CH:8]=[CH:7][C:6]([C:9]2[O:13][N:12]=[CH:11][C:10]=2[CH2:14][CH2:15][CH2:16][OH:17])=[CH:5][CH:4]=1.ClC1C=CC=C(C(OO)=[O:26])C=1.[OH2:29]. Product: [CH3:1][S:2]([C:3]1[CH:4]=[CH:5][C:6]([C:9]2[O:13][N:12]=[CH:11][C:10]=2[CH2:14][CH2:15][CH2:16][OH:17])=[CH:7][CH:8]=1)(=[O:26])=[O:29]. The catalyst class is: 7. (2) Product: [CH2:14]([N:16]1[CH2:21][CH2:20][N:19]([C:2]2[C:7]([N+:8]([O-:10])=[O:9])=[CH:6][C:5]([N+:11]([O-:13])=[O:12])=[CH:4][N:3]=2)[CH2:18][CH2:17]1)[CH3:15]. Reactant: Cl[C:2]1[C:7]([N+:8]([O-:10])=[O:9])=[CH:6][C:5]([N+:11]([O-:13])=[O:12])=[CH:4][N:3]=1.[CH2:14]([N:16]1[CH2:21][CH2:20][NH:19][CH2:18][CH2:17]1)[CH3:15]. The catalyst class is: 1. (3) Reactant: [Cl:1][C:2]1[N:3]=[C:4](Cl)[C:5]2[CH:10]=[CH:9][NH:8][C:6]=2[N:7]=1.[O:12]1[CH2:17][CH2:16][N:15]([CH2:18][CH2:19][CH2:20][NH2:21])[CH2:14][CH2:13]1.C(N(CC)CC)C. Product: [Cl:1][C:2]1[N:3]=[C:4]([NH:21][CH2:20][CH2:19][CH2:18][N:15]2[CH2:16][CH2:17][O:12][CH2:13][CH2:14]2)[C:5]2[CH:10]=[CH:9][NH:8][C:6]=2[N:7]=1. The catalyst class is: 51. (4) Reactant: C(=O)([O-])[O-].[K+].[K+].Br[CH2:8][C:9]([NH:11][CH3:12])=[O:10].[CH3:13][O:14][C:15](=[O:44])[N:16]=[C:17]([S:42][CH3:43])[C:18]([C:32]1[CH:37]=[CH:36][C:35]([OH:38])=[C:34]([O:39][CH2:40][CH3:41])[CH:33]=1)=[N:19][C:20]1[CH:25]=[CH:24][C:23]([C:26]2[N:30]=[C:29]([CH3:31])[O:28][N:27]=2)=[CH:22][CH:21]=1.O. Product: [CH3:13][O:14][C:15](=[O:44])[N:16]=[C:17]([S:42][CH3:43])[C:18]([C:32]1[CH:37]=[CH:36][C:35]([O:38][CH2:8][C:9](=[O:10])[NH:11][CH3:12])=[C:34]([O:39][CH2:40][CH3:41])[CH:33]=1)=[N:19][C:20]1[CH:25]=[CH:24][C:23]([C:26]2[N:30]=[C:29]([CH3:31])[O:28][N:27]=2)=[CH:22][CH:21]=1. The catalyst class is: 372. (5) Reactant: Cl[C:2]1[CH:7]=[C:6]([C:8]2[C:16]3[C:11](=[N:12][CH:13]=[CH:14][CH:15]=3)[N:10]([S:17]([C:20]3[CH:25]=[CH:24][CH:23]=[CH:22][CH:21]=3)(=[O:19])=[O:18])[CH:9]=2)[CH:5]=[C:4]([Cl:26])[N:3]=1.[C:27]([NH2:30])(=[O:29])[CH3:28].C(=O)([O-])[O-].[Cs+].[Cs+].CC1(C)C2C(=C(P(C3C=CC=CC=3)C3C=CC=CC=3)C=CC=2)OC2C(P(C3C=CC=CC=3)C3C=CC=CC=3)=CC=CC1=2. Product: [Cl:26][C:4]1[N:3]=[C:2]([NH:30][C:27](=[O:29])[CH3:28])[CH:7]=[C:6]([C:8]2[C:16]3[C:11](=[N:12][CH:13]=[CH:14][CH:15]=3)[N:10]([S:17]([C:20]3[CH:21]=[CH:22][CH:23]=[CH:24][CH:25]=3)(=[O:19])=[O:18])[CH:9]=2)[CH:5]=1. The catalyst class is: 167. (6) Reactant: [C:1]([O:5][C:6]([N:8]1[CH2:11][C:10]2([CH2:16][CH2:15][N:14]([C:17]3[CH:25]=[CH:24][C:20]([C:21](O)=[O:22])=[CH:19][N:18]=3)[CH2:13][CH2:12]2)[CH2:9]1)=[O:7])([CH3:4])([CH3:3])[CH3:2].C(Cl)CCl.[CH:30]1[CH:31]=[CH:32][C:33]2[N:38](O)N=[N:36][C:34]=2[CH:35]=1.C1(N)C=CC=CC=1N. Product: [NH2:36][C:34]1[CH:35]=[CH:30][CH:31]=[CH:32][C:33]=1[NH:38][C:21]([C:20]1[CH:24]=[CH:25][C:17]([N:14]2[CH2:13][CH2:12][C:10]3([CH2:9][N:8]([C:6]([O:5][C:1]([CH3:3])([CH3:4])[CH3:2])=[O:7])[CH2:11]3)[CH2:16][CH2:15]2)=[N:18][CH:19]=1)=[O:22]. The catalyst class is: 31. (7) Reactant: CC1C=C2N=C3C(=NC(NC3=O)=O)N(C[C@H](O)[C@H](O)[C@H](O)CO)C2=CC=1C.[CH3:28][N:29]1[C:33](=[O:34])[N:32]([C:35]2[CH:40]=[C:39]([O:41][CH:42]3[CH2:45][O:44][CH2:43]3)[CH:38]=[C:37]([N+:46]([O-])=O)[CH:36]=2)[N:31]=[N:30]1. Product: [NH2:46][C:37]1[CH:36]=[C:35]([N:32]2[C:33](=[O:34])[N:29]([CH3:28])[N:30]=[N:31]2)[CH:40]=[C:39]([O:41][CH:42]2[CH2:43][O:44][CH2:45]2)[CH:38]=1. The catalyst class is: 19. (8) Reactant: Br.[Br:2][CH2:3][CH2:4][O:5][NH2:6].[C:7](O[C:7]([O:9][C:10]([CH3:13])([CH3:12])[CH3:11])=[O:8])([O:9][C:10]([CH3:13])([CH3:12])[CH3:11])=[O:8].CCN(CC)CC. Product: [C:10]([O:9][C:7](=[O:8])[NH:6][O:5][CH2:4][CH2:3][Br:2])([CH3:13])([CH3:12])[CH3:11]. The catalyst class is: 91. (9) Reactant: [Si:1]([O:8][CH:9]([CH2:20][O:21][C:22]1[CH:27]=[CH:26][CH:25]=[C:24]([C:28]2[N:33]=[C:32]3[N:34]([CH:37]([CH3:39])[CH3:38])[N:35]=[CH:36][C:31]3=[C:30](Cl)[CH:29]=2)[CH:23]=1)[CH2:10][N:11]([CH3:19])[C:12](=[O:18])[O:13][C:14]([CH3:17])([CH3:16])[CH3:15])([C:4]([CH3:7])([CH3:6])[CH3:5])([CH3:3])[CH3:2].[O:41]1[CH2:46][CH2:45][CH:44]([NH2:47])[CH2:43][CH2:42]1.C1C=CC(P(C2C(C3C(P(C4C=CC=CC=4)C4C=CC=CC=4)=CC=C4C=3C=CC=C4)=C3C(C=CC=C3)=CC=2)C2C=CC=CC=2)=CC=1.C([O-])([O-])=O.[Cs+].[Cs+]. The catalyst class is: 62. Product: [Si:1]([O:8][CH:9]([CH2:20][O:21][C:22]1[CH:27]=[CH:26][CH:25]=[C:24]([C:28]2[N:33]=[C:32]3[N:34]([CH:37]([CH3:39])[CH3:38])[N:35]=[CH:36][C:31]3=[C:30]([NH:47][CH:44]3[CH2:45][CH2:46][O:41][CH2:42][CH2:43]3)[CH:29]=2)[CH:23]=1)[CH2:10][N:11]([CH3:19])[C:12](=[O:18])[O:13][C:14]([CH3:17])([CH3:16])[CH3:15])([C:4]([CH3:7])([CH3:6])[CH3:5])([CH3:3])[CH3:2]. (10) Reactant: [C:1]([O:8][CH3:9])(=[O:7])[CH2:2][CH2:3][C:4]([NH2:6])=O.P12(SP3(SP(SP(S3)(S1)=S)(=S)S2)=S)=[S:11]. Product: [NH2:6][C:4](=[S:11])[CH2:3][CH2:2][C:1]([O:8][CH3:9])=[O:7]. The catalyst class is: 1.